This data is from Reaction yield outcomes from USPTO patents with 853,638 reactions. The task is: Predict the reaction yield, written as a fraction of the theoretical maximum amount of product (1.0 means a 100% yield; for example, 0.34 means a 34% yield). (1) The reactants are [F:1][C:2]([F:23])([F:22])[C:3]1[CH:8]=[CH:7][C:6]([N:9]2[CH2:14][CH2:13][N:12](C(OC(C)(C)C)=O)[CH2:11][CH2:10]2)=[CH:5][CH:4]=1. The catalyst is C(Cl)Cl.FC(F)(F)C(O)=O. The product is [F:23][C:2]([F:1])([F:22])[C:3]1[CH:4]=[CH:5][C:6]([N:9]2[CH2:14][CH2:13][NH:12][CH2:11][CH2:10]2)=[CH:7][CH:8]=1. The yield is 0.960. (2) The reactants are [CH2:1]([NH2:7])[CH2:2][CH2:3][CH2:4][CH2:5][CH3:6].C1(C)C=CC=CC=1.[CH2:15]([O:22][C:23]1[C:24]([CH3:32])=[N:25][C:26](Br)=[C:27]([CH3:30])[C:28]=1[CH3:29])[C:16]1[CH:21]=[CH:20][CH:19]=[CH:18][CH:17]=1.CC([O-])(C)C.[Na+]. The catalyst is CCOC(C)=O.O.[Pd].C1C=CC(P(C2C(C3C(P(C4C=CC=CC=4)C4C=CC=CC=4)=CC=C4C=3C=CC=C4)=C3C(C=CC=C3)=CC=2)C2C=CC=CC=2)=CC=1. The product is [CH2:15]([O:22][C:23]1[C:28]([CH3:29])=[C:27]([CH3:30])[C:26]([NH:7][CH2:1][CH2:2][CH2:3][CH2:4][CH2:5][CH3:6])=[N:25][C:24]=1[CH3:32])[C:16]1[CH:21]=[CH:20][CH:19]=[CH:18][CH:17]=1. The yield is 0.970. (3) The reactants are [CH3:1][C:2]1[CH:3]=[C:4]([CH:24]=[CH:25][C:26]=1[OH:27])[NH:5][C:6]1[C:15]2[C:10](=[CH:11][CH:12]=[CH:13][C:14]=2[O:16][CH:17]2[CH2:22][CH2:21][N:20]([CH3:23])[CH2:19][CH2:18]2)[N:9]=[CH:8][N:7]=1.[F:28][C:29]1[CH:30]=[C:31]([CH:34]=[CH:35][CH:36]=1)[CH2:32]Cl. No catalyst specified. The product is [F:28][C:29]1[CH:30]=[C:31]([CH:34]=[CH:35][CH:36]=1)[CH2:32][O:27][C:26]1[CH:25]=[CH:24][C:4]([NH:5][C:6]2[C:15]3[C:10](=[CH:11][CH:12]=[CH:13][C:14]=3[O:16][CH:17]3[CH2:22][CH2:21][N:20]([CH3:23])[CH2:19][CH2:18]3)[N:9]=[CH:8][N:7]=2)=[CH:3][C:2]=1[CH3:1]. The yield is 0.430.